Task: Predict the product of the given reaction.. Dataset: Forward reaction prediction with 1.9M reactions from USPTO patents (1976-2016) Given the reactants [C:1]([C:5]1[S:9][C:8]([NH2:10])=[N:7][N:6]=1)([CH3:4])([CH3:3])[CH3:2].[C:11](O[C:11]([O:13][C:14]([CH3:17])([CH3:16])[CH3:15])=[O:12])([O:13][C:14]([CH3:17])([CH3:16])[CH3:15])=[O:12], predict the reaction product. The product is: [C:1]([C:5]1[S:9][C:8]([NH:10][C:11](=[O:12])[O:13][C:14]([CH3:17])([CH3:16])[CH3:15])=[N:7][N:6]=1)([CH3:4])([CH3:3])[CH3:2].